Dataset: Peptide-MHC class I binding affinity with 185,985 pairs from IEDB/IMGT. Task: Regression. Given a peptide amino acid sequence and an MHC pseudo amino acid sequence, predict their binding affinity value. This is MHC class I binding data. The peptide sequence is APAKKAAPA. The MHC is HLA-A02:03 with pseudo-sequence HLA-A02:03. The binding affinity (normalized) is 0.0847.